Dataset: Forward reaction prediction with 1.9M reactions from USPTO patents (1976-2016). Task: Predict the product of the given reaction. Given the reactants [C:1]([O:5][C:6]([N:8]1[C:16]2[C:11](=[N:12][C:13]([C:17]([OH:19])=O)=[CH:14][CH:15]=2)[CH2:10][CH2:9]1)=[O:7])([CH3:4])([CH3:3])[CH3:2].Cl.[CH3:21][N:22](C)[CH2:23]CCN=C=NCC.O.ON1C2C=CC=CC=2N=N1.CNC, predict the reaction product. The product is: [CH3:21][N:22]([CH3:23])[C:17]([C:13]1[N:12]=[C:11]2[CH2:10][CH2:9][N:8]([C:6]([O:5][C:1]([CH3:2])([CH3:3])[CH3:4])=[O:7])[C:16]2=[CH:15][CH:14]=1)=[O:19].